Dataset: Catalyst prediction with 721,799 reactions and 888 catalyst types from USPTO. Task: Predict which catalyst facilitates the given reaction. (1) Product: [CH:1]1([C:7]2[CH:32]=[CH:31][C:10]([C:11]([N:13]3[C:19]4[CH:20]=[CH:21][CH:22]=[CH:23][C:18]=4[CH2:17][N:16]4[C:24]([C:27]([NH:29][NH:30][C:40]([NH:39][C:33]5[CH:38]=[CH:37][CH:36]=[CH:35][CH:34]=5)=[O:41])=[O:28])=[CH:25][CH:26]=[C:15]4[CH2:14]3)=[O:12])=[CH:9][CH:8]=2)[CH2:2][CH2:3][CH2:4][CH2:5][CH2:6]1. Reactant: [CH:1]1([C:7]2[CH:32]=[CH:31][C:10]([C:11]([N:13]3[C:19]4[CH:20]=[CH:21][CH:22]=[CH:23][C:18]=4[CH2:17][N:16]4[C:24]([C:27]([NH:29][NH2:30])=[O:28])=[CH:25][CH:26]=[C:15]4[CH2:14]3)=[O:12])=[CH:9][CH:8]=2)[CH2:6][CH2:5][CH2:4][CH2:3][CH2:2]1.[C:33]1([N:39]=[C:40]=[O:41])[CH:38]=[CH:37][CH:36]=[CH:35][CH:34]=1. The catalyst class is: 7. (2) Reactant: [CH:1]1([NH:6][C:7]2[N:12]=[C:11]([C:13]3[C:14]([C:26]4[CH:31]=[CH:30][C:29]([OH:32])=[CH:28][CH:27]=4)=[N:15][N:16]4[C:21]([NH:22][CH:23]5[CH2:25][CH2:24]5)=[CH:20][CH:19]=[CH:18][C:17]=34)[CH:10]=[CH:9][N:8]=2)[CH2:5][CH2:4][CH2:3][CH2:2]1.C(=O)([O-])[O-].[Cs+].[Cs+].Br[CH2:40][CH:41]1[CH2:43][CH2:42]1. Product: [CH:1]1([NH:6][C:7]2[N:12]=[C:11]([C:13]3[C:14]([C:26]4[CH:27]=[CH:28][C:29]([O:32][CH2:40][CH:41]5[CH2:43][CH2:42]5)=[CH:30][CH:31]=4)=[N:15][N:16]4[C:21]([NH:22][CH:23]5[CH2:24][CH2:25]5)=[CH:20][CH:19]=[CH:18][C:17]=34)[CH:10]=[CH:9][N:8]=2)[CH2:5][CH2:4][CH2:3][CH2:2]1. The catalyst class is: 9. (3) Reactant: B(Br)(Br)Br.[F:5][C:6]1[CH:15]=[CH:14][C:13]([C:16]2[CH:25]=[CH:24][C:23]3[C:18](=[CH:19][CH:20]=[C:21]([O:26]C)[CH:22]=3)[CH:17]=2)=[CH:12][C:7]=1[C:8]([O:10][CH3:11])=[O:9]. Product: [F:5][C:6]1[CH:15]=[CH:14][C:13]([C:16]2[CH:25]=[CH:24][C:23]3[C:18](=[CH:19][CH:20]=[C:21]([OH:26])[CH:22]=3)[CH:17]=2)=[CH:12][C:7]=1[C:8]([O:10][CH3:11])=[O:9]. The catalyst class is: 4. (4) Reactant: [CH3:1][C:2]1([CH3:19])[CH2:7][O:6][P:5]([CH2:9][C:10]2[CH:18]=[CH:17][C:13]([C:14](O)=[O:15])=[CH:12][CH:11]=2)(=[O:8])[O:4][CH2:3]1.C(OC(=O)[NH:26][C:27]1[CH:32]=[CH:31][C:30]([C:33]2[S:34][CH:35]=[CH:36][CH:37]=2)=[CH:29][C:28]=1[NH2:38])(C)(C)C.C(Cl)CCl.C1C=CC2N(O)N=NC=2C=1.CCN(C(C)C)C(C)C. The catalyst class is: 3. Product: [NH2:26][C:27]1[CH:32]=[CH:31][C:30]([C:33]2[S:34][CH:35]=[CH:36][CH:37]=2)=[CH:29][C:28]=1[NH:38][C:14](=[O:15])[C:13]1[CH:17]=[CH:18][C:10]([CH2:9][P:5]2(=[O:8])[O:6][CH2:7][C:2]([CH3:19])([CH3:1])[CH2:3][O:4]2)=[CH:11][CH:12]=1. (5) Reactant: [CH3:1][N:2]1[C:6]2=[N:7][CH:8]=[CH:9][CH:10]=[C:5]2[CH:4]=[CH:3]1.CC([O-])(C)C.[K+].[SiH:17]([CH2:22][CH3:23])([CH2:20][CH3:21])[CH2:18][CH3:19]. Product: [CH3:1][N:2]1[C:6]2=[N:7][CH:8]=[CH:9][CH:10]=[C:5]2[CH:4]=[C:3]1[Si:17]([CH2:22][CH3:23])([CH2:20][CH3:21])[CH2:18][CH3:19]. The catalyst class is: 7.